This data is from NCI-60 drug combinations with 297,098 pairs across 59 cell lines. The task is: Regression. Given two drug SMILES strings and cell line genomic features, predict the synergy score measuring deviation from expected non-interaction effect. (1) Drug 1: C(CC(=O)O)C(=O)CN.Cl. Drug 2: C1C(C(OC1N2C=NC(=NC2=O)N)CO)O. Cell line: 786-0. Synergy scores: CSS=20.5, Synergy_ZIP=-5.71, Synergy_Bliss=-0.522, Synergy_Loewe=-2.40, Synergy_HSA=-1.38. (2) Drug 1: CCC(=C(C1=CC=CC=C1)C2=CC=C(C=C2)OCCN(C)C)C3=CC=CC=C3.C(C(=O)O)C(CC(=O)O)(C(=O)O)O. Drug 2: CCN(CC)CCCC(C)NC1=C2C=C(C=CC2=NC3=C1C=CC(=C3)Cl)OC. Cell line: A498. Synergy scores: CSS=15.8, Synergy_ZIP=-4.18, Synergy_Bliss=0.136, Synergy_Loewe=-6.69, Synergy_HSA=-2.03. (3) Drug 1: C1=NC2=C(N=C(N=C2N1C3C(C(C(O3)CO)O)O)F)N. Drug 2: CC1=C(C=C(C=C1)NC(=O)C2=CC=C(C=C2)CN3CCN(CC3)C)NC4=NC=CC(=N4)C5=CN=CC=C5. Cell line: SF-268. Synergy scores: CSS=4.36, Synergy_ZIP=0.00256, Synergy_Bliss=1.71, Synergy_Loewe=2.80, Synergy_HSA=2.71. (4) Drug 1: CS(=O)(=O)CCNCC1=CC=C(O1)C2=CC3=C(C=C2)N=CN=C3NC4=CC(=C(C=C4)OCC5=CC(=CC=C5)F)Cl. Drug 2: CCC1=C2CN3C(=CC4=C(C3=O)COC(=O)C4(CC)O)C2=NC5=C1C=C(C=C5)O. Cell line: T-47D. Synergy scores: CSS=27.4, Synergy_ZIP=-4.70, Synergy_Bliss=-4.35, Synergy_Loewe=0.0205, Synergy_HSA=1.09. (5) Synergy scores: CSS=62.8, Synergy_ZIP=4.37, Synergy_Bliss=3.31, Synergy_Loewe=5.69, Synergy_HSA=8.83. Drug 2: C1=CN(C(=O)N=C1N)C2C(C(C(O2)CO)O)O.Cl. Cell line: LOX IMVI. Drug 1: C1C(C(OC1N2C=C(C(=O)NC2=O)F)CO)O.